From a dataset of NCI-60 drug combinations with 297,098 pairs across 59 cell lines. Regression. Given two drug SMILES strings and cell line genomic features, predict the synergy score measuring deviation from expected non-interaction effect. (1) Drug 1: CC1C(C(CC(O1)OC2CC(CC3=C2C(=C4C(=C3O)C(=O)C5=C(C4=O)C(=CC=C5)OC)O)(C(=O)C)O)N)O.Cl. Drug 2: CC1=C(C(=O)C2=C(C1=O)N3CC4C(C3(C2COC(=O)N)OC)N4)N. Cell line: NCIH23. Synergy scores: CSS=57.7, Synergy_ZIP=0.113, Synergy_Bliss=-0.895, Synergy_Loewe=-5.23, Synergy_HSA=2.26. (2) Drug 1: CC1=C(C=C(C=C1)NC2=NC=CC(=N2)N(C)C3=CC4=NN(C(=C4C=C3)C)C)S(=O)(=O)N.Cl. Drug 2: CCCCCOC(=O)NC1=NC(=O)N(C=C1F)C2C(C(C(O2)C)O)O. Cell line: RPMI-8226. Synergy scores: CSS=-8.73, Synergy_ZIP=3.57, Synergy_Bliss=0.963, Synergy_Loewe=-6.67, Synergy_HSA=-6.48. (3) Drug 1: CCCS(=O)(=O)NC1=C(C(=C(C=C1)F)C(=O)C2=CNC3=C2C=C(C=N3)C4=CC=C(C=C4)Cl)F. Drug 2: CC(C)CN1C=NC2=C1C3=CC=CC=C3N=C2N. Cell line: HCT116. Synergy scores: CSS=-1.61, Synergy_ZIP=1.16, Synergy_Bliss=-1.44, Synergy_Loewe=-3.50, Synergy_HSA=-3.90. (4) Drug 1: CC12CCC3C(C1CCC2O)C(CC4=C3C=CC(=C4)O)CCCCCCCCCS(=O)CCCC(C(F)(F)F)(F)F. Drug 2: CCN(CC)CCCC(C)NC1=C2C=C(C=CC2=NC3=C1C=CC(=C3)Cl)OC. Cell line: T-47D. Synergy scores: CSS=14.4, Synergy_ZIP=-6.37, Synergy_Bliss=-5.88, Synergy_Loewe=-1.06, Synergy_HSA=-1.03. (5) Drug 1: CC1=C(C=C(C=C1)NC(=O)C2=CC=C(C=C2)CN3CCN(CC3)C)NC4=NC=CC(=N4)C5=CN=CC=C5. Drug 2: CC1CCCC2(C(O2)CC(NC(=O)CC(C(C(=O)C(C1O)C)(C)C)O)C(=CC3=CSC(=N3)C)C)C. Cell line: HOP-62. Synergy scores: CSS=42.6, Synergy_ZIP=2.11, Synergy_Bliss=2.78, Synergy_Loewe=-10.1, Synergy_HSA=2.78. (6) Drug 1: CCN(CC)CCNC(=O)C1=C(NC(=C1C)C=C2C3=C(C=CC(=C3)F)NC2=O)C. Drug 2: C1CC(=O)NC(=O)C1N2C(=O)C3=CC=CC=C3C2=O. Cell line: SR. Synergy scores: CSS=-3.93, Synergy_ZIP=2.92, Synergy_Bliss=-8.87, Synergy_Loewe=-8.13, Synergy_HSA=-10.4. (7) Drug 1: C1=CC(=CC=C1CCC2=CNC3=C2C(=O)NC(=N3)N)C(=O)NC(CCC(=O)O)C(=O)O. Drug 2: CN(C(=O)NC(C=O)C(C(C(CO)O)O)O)N=O. Cell line: MDA-MB-435. Synergy scores: CSS=8.47, Synergy_ZIP=-4.00, Synergy_Bliss=-5.85, Synergy_Loewe=-77.2, Synergy_HSA=-3.62. (8) Drug 1: CC12CCC(CC1=CCC3C2CCC4(C3CC=C4C5=CN=CC=C5)C)O. Drug 2: CC1=C(C=C(C=C1)C(=O)NC2=CC(=CC(=C2)C(F)(F)F)N3C=C(N=C3)C)NC4=NC=CC(=N4)C5=CN=CC=C5. Cell line: NCI-H522. Synergy scores: CSS=2.63, Synergy_ZIP=0.270, Synergy_Bliss=3.24, Synergy_Loewe=-0.797, Synergy_HSA=-0.280. (9) Drug 1: C1CC(=O)NC(=O)C1N2CC3=C(C2=O)C=CC=C3N. Drug 2: C1=NC2=C(N=C(N=C2N1C3C(C(C(O3)CO)O)O)F)N. Cell line: NCI-H522. Synergy scores: CSS=7.43, Synergy_ZIP=-5.13, Synergy_Bliss=-4.67, Synergy_Loewe=-5.27, Synergy_HSA=-5.23.